This data is from NCI-60 drug combinations with 297,098 pairs across 59 cell lines. The task is: Regression. Given two drug SMILES strings and cell line genomic features, predict the synergy score measuring deviation from expected non-interaction effect. (1) Drug 1: C1CCC(CC1)NC(=O)N(CCCl)N=O. Drug 2: CC12CCC3C(C1CCC2OP(=O)(O)O)CCC4=C3C=CC(=C4)OC(=O)N(CCCl)CCCl.[Na+]. Cell line: A549. Synergy scores: CSS=0.772, Synergy_ZIP=-7.68, Synergy_Bliss=-15.4, Synergy_Loewe=-23.0, Synergy_HSA=-16.0. (2) Drug 1: CC12CCC3C(C1CCC2=O)CC(=C)C4=CC(=O)C=CC34C. Drug 2: C1=CC(=CC=C1CCC2=CNC3=C2C(=O)NC(=N3)N)C(=O)NC(CCC(=O)O)C(=O)O. Cell line: LOX IMVI. Synergy scores: CSS=74.4, Synergy_ZIP=9.36, Synergy_Bliss=9.20, Synergy_Loewe=10.8, Synergy_HSA=12.1. (3) Drug 1: CCC1=CC2CC(C3=C(CN(C2)C1)C4=CC=CC=C4N3)(C5=C(C=C6C(=C5)C78CCN9C7C(C=CC9)(C(C(C8N6C)(C(=O)OC)O)OC(=O)C)CC)OC)C(=O)OC.C(C(C(=O)O)O)(C(=O)O)O. Drug 2: CCN(CC)CCNC(=O)C1=C(NC(=C1C)C=C2C3=C(C=CC(=C3)F)NC2=O)C. Cell line: MDA-MB-231. Synergy scores: CSS=34.4, Synergy_ZIP=-1.46, Synergy_Bliss=4.46, Synergy_Loewe=-8.89, Synergy_HSA=2.28.